Dataset: Cav3 T-type calcium channel HTS with 100,875 compounds. Task: Binary Classification. Given a drug SMILES string, predict its activity (active/inactive) in a high-throughput screening assay against a specified biological target. The drug is OC1=C(C(N(CCCN(CC)CC)C1=O)c1ncccc1)C(=O)c1oc2c(c1)cccc2. The result is 0 (inactive).